From a dataset of Full USPTO retrosynthesis dataset with 1.9M reactions from patents (1976-2016). Predict the reactants needed to synthesize the given product. (1) Given the product [C:17]([C@@:13]1([CH3:16])[CH2:14][CH2:15][C@@H:11]([NH:10][C:9]2[C:4]3[N:5]([CH:25]=[C:2]([C:31]4[CH:32]=[N:33][C:28]([O:27][CH3:26])=[CH:29][CH:30]=4)[CH:3]=3)[N:6]=[CH:7][C:8]=2[C:22]([NH2:24])=[O:23])[C:12]1([CH3:21])[CH3:20])(=[O:19])[NH2:18], predict the reactants needed to synthesize it. The reactants are: Br[C:2]1[CH:3]=[C:4]2[C:9]([NH:10][C@@H:11]3[CH2:15][CH2:14][C@@:13]([C:17](=[O:19])[NH2:18])([CH3:16])[C:12]3([CH3:21])[CH3:20])=[C:8]([C:22]([NH2:24])=[O:23])[CH:7]=[N:6][N:5]2[CH:25]=1.[CH3:26][O:27][C:28]1[N:33]=[CH:32][C:31](B(O)O)=[CH:30][CH:29]=1.P([O-])([O-])([O-])=O.[K+].[K+].[K+]. (2) Given the product [C:28]([O:32][C:33](=[O:34])[NH:35][C@H:36]([C:40]([N:25]1[CH2:26][CH2:27][CH:22]([S:21][C:18]2[CH:17]=[CH:16][C:15]([F:14])=[CH:20][CH:19]=2)[CH2:23][CH2:24]1)=[O:41])[CH:37]([CH3:38])[CH3:39])([CH3:29])([CH3:31])[CH3:30], predict the reactants needed to synthesize it. The reactants are: Cl.C(N=C=NCCCN(C)C)C.Cl.[F:14][C:15]1[CH:20]=[CH:19][C:18]([S:21][CH:22]2[CH2:27][CH2:26][NH:25][CH2:24][CH2:23]2)=[CH:17][CH:16]=1.[C:28]([O:32][C:33]([NH:35][C@H:36]([C:40](O)=[O:41])[CH:37]([CH3:39])[CH3:38])=[O:34])([CH3:31])([CH3:30])[CH3:29].O.ON1C2C=CC=CC=2N=N1.CN1CCOCC1. (3) Given the product [Cl:34][C:30]1[CH:29]=[C:28]([S:25]([C:22]2[CH:21]=[CH:20][C:19]([C:16]3[C:15]4[C:10](=[CH:11][CH:12]=[C:13]([F:35])[CH:14]=4)[CH:9]=[C:8]([CH2:7][C:6]([OH:36])=[O:5])[C:17]=3[CH3:18])=[CH:24][CH:23]=2)(=[O:27])=[O:26])[CH:33]=[CH:32][CH:31]=1, predict the reactants needed to synthesize it. The reactants are: O.[OH-].[Li+].C[O:5][C:6](=[O:36])[CH2:7][C:8]1[C:17]([CH3:18])=[C:16]([C:19]2[CH:24]=[CH:23][C:22]([S:25]([C:28]3[CH:33]=[CH:32][CH:31]=[C:30]([Cl:34])[CH:29]=3)(=[O:27])=[O:26])=[CH:21][CH:20]=2)[C:15]2[C:10](=[CH:11][CH:12]=[C:13]([F:35])[CH:14]=2)[CH:9]=1. (4) Given the product [C:2]([O:10][NH2:11])(=[O:9])[C:3]1[CH:8]=[CH:7][CH:6]=[CH:5][CH:4]=1, predict the reactants needed to synthesize it. The reactants are: Cl.[C:2]([O:10][NH2:11])(=[O:9])[C:3]1[CH:8]=[CH:7][CH:6]=[CH:5][CH:4]=1.C(=O)(O)[O-].[Na+]. (5) Given the product [BrH:25].[BrH:25].[BrH:25].[N:21]1[CH:22]=[CH:23][CH:24]=[C:19]([CH2:18][N:14]2[CH2:13][C@H:12]3[CH2:17][C@@H:15]2[CH2:16][NH:11]3)[CH:20]=1, predict the reactants needed to synthesize it. The reactants are: CC1C=CC(S([N:11]2[CH2:16][C@H:15]3[CH2:17][C@@H:12]2[CH2:13][N:14]3[CH2:18][C:19]2[CH:20]=[N:21][CH:22]=[CH:23][CH:24]=2)(=O)=O)=CC=1.[BrH:25].C(O)(=O)C. (6) Given the product [CH3:1][O:2][C:3](=[O:16])[C:4]1[CH:9]=[C:8]([NH2:10])[C:7]([NH2:13])=[C:6]([F:14])[C:5]=1[F:15], predict the reactants needed to synthesize it. The reactants are: [CH3:1][O:2][C:3](=[O:16])[C:4]1[CH:9]=[C:8]([N+:10]([O-])=O)[C:7]([NH2:13])=[C:6]([F:14])[C:5]=1[F:15]. (7) The reactants are: [NH2:1][C:2]1[C:3]([NH:31][C:32]([NH:34][C:35](=[O:39])[O:36][CH2:37][CH3:38])=C)=[N:4][CH:5]=[C:6]([C:8]2[CH:9]=[CH:10][C:11]3[O:17][CH2:16][CH2:15][N:14]([C:18]4[C:27]5[CH2:26][C:25]([CH3:29])([CH3:28])[CH2:24][CH2:23][C:22]=5[N:21]=[CH:20][N:19]=4)[CH2:13][C:12]=3[CH:30]=2)[CH:7]=1. Given the product [CH3:28][C:25]1([CH3:29])[CH2:24][CH2:23][C:22]2[N:21]=[CH:20][N:19]=[C:18]([N:14]3[CH2:13][C:12]4[CH:30]=[C:8]([C:6]5[CH:7]=[C:2]6[NH:1][C:32]([NH:34][C:35](=[O:39])[O:36][CH2:37][CH3:38])=[N:31][C:3]6=[N:4][CH:5]=5)[CH:9]=[CH:10][C:11]=4[O:17][CH2:16][CH2:15]3)[C:27]=2[CH2:26]1, predict the reactants needed to synthesize it. (8) Given the product [CH2:8]([C:5]1[C:4]([NH:10][C:11](=[O:17])[CH2:12][C:13]([CH3:14])([CH3:16])[CH3:15])=[C:3]([CH3:18])[C:2]([NH:1][CH2:24][C:23]2[CH:26]=[CH:27][C:20]([F:19])=[CH:21][CH:22]=2)=[CH:7][CH:6]=1)[CH3:9], predict the reactants needed to synthesize it. The reactants are: [NH2:1][C:2]1[C:3]([CH3:18])=[C:4]([NH:10][C:11](=[O:17])[CH2:12][C:13]([CH3:16])([CH3:15])[CH3:14])[C:5]([CH2:8][CH3:9])=[CH:6][CH:7]=1.[F:19][C:20]1[CH:27]=[CH:26][C:23]([CH:24]=O)=[CH:22][CH:21]=1.[BH4-].[Na+].CO.